Binary Classification. Given a miRNA mature sequence and a target amino acid sequence, predict their likelihood of interaction. From a dataset of Experimentally validated miRNA-target interactions with 360,000+ pairs, plus equal number of negative samples. (1) The miRNA is mmu-miR-693-5p with sequence CAGCCACAUCCGAAAGUUUUC. The protein sequence of the target gene is METKRVEIPGSVLDDLCSRFILHIPSEERDNAIRVCFQIELAHWFYLDFYMQNTPGLPQCGIRDFAKAVFSHCPFLLPQGEDVEKVLDEWKEYKMGVPTYGAIILDETLENVLLVQGYLAKSGWGFPKGKVNKEEAPHDCAAREVFEETGFDIKDYICKDDYIELRINDQLARLYIIPGIPKDTKFNPKTRREIRNIEWFSIEKLPCHRNDMTPKSKLGLAPNKFFMAIPFIRPLRDWLSRRFGDSSDSDNGFSSTGSTPAKPTVEKLSRTKFRHSQQLFPDGSPGDQWVKHRQPLQQKP.... Result: 0 (no interaction). (2) The miRNA is hsa-miR-155-5p with sequence UUAAUGCUAAUCGUGAUAGGGGUU. The protein sequence of the target gene is MSGRGAGGFPLPPLSPGGGAVAAALGAPPPPAGPGMLPGPALRGPGPAGGVGGPGAAAFRPMGPAGPAAQYQRPGMSPGNRMPMAGLQVGPPAGSPFGAAAPLRPGMPPTMMDPFRKRLLVPQAQPPMPAQRRGLKRRKMADKVLPQRIRELVPESQAYMDLLAFERKLDQTIARKRMEIQEAIKKPLTQKRKLRIYISNTFSPSKAEGDSAGTAGTPGGTPAGDKVASWELRVEGKLLDDPSKQKRKFSSFFKSLVIELDKELYGPDNHLVEWHRMPTTQETDGFQVKRPGDLNVKCTL.... Result: 1 (interaction). (3) The miRNA is hsa-miR-660-3p with sequence ACCUCCUGUGUGCAUGGAUUA. The protein sequence of the target gene is MADTLPSEFDVIVIGTGLPESIIAAACSRSGRRVLHVDSRSYYGGNWASFSFSGLLSWLKEYQENSDIVSDSPVWQDQILENEEAIALSRKDKTIQHVEVFCYASQDLHEDVEEAGALQKNHALVTSANSTEAADSAFLPTEDESLSTMSCEMLTEQTPSSDPENALEVNGAEVTGEKENHCDDKTCVPSTSAEDMSENVPIAEDTTEQPKKNRITYSQIIKEGRRFNIDLVSKLLYSRGLLIDLLIKSNVSRYAEFKNITRILAFREGRVEQVPCSRADVFNSKQLTMVEKRMLMKFLT.... Result: 0 (no interaction).